From a dataset of Reaction yield outcomes from USPTO patents with 853,638 reactions. Predict the reaction yield, written as a fraction of the theoretical maximum amount of product (1.0 means a 100% yield; for example, 0.34 means a 34% yield). (1) The reactants are [CH:1]([N:4]1[C:8]([CH:9]2[CH2:14][CH2:13][NH:12][CH2:11][CH2:10]2)=[CH:7][C:6]([C:15]2[CH:16]=[C:17]3[C:23]([C:24]#[N:25])=[CH:22][NH:21][C:18]3=[N:19][CH:20]=2)=[N:5]1)([CH3:3])[CH3:2].FC(F)(F)S(O[CH2:32][C:33]([F:36])([F:35])[F:34])(=O)=O. The catalyst is O1CCCC1. The product is [CH:1]([N:4]1[C:8]([CH:9]2[CH2:10][CH2:11][N:12]([CH2:32][C:33]([F:36])([F:35])[F:34])[CH2:13][CH2:14]2)=[CH:7][C:6]([C:15]2[CH:16]=[C:17]3[C:23]([C:24]#[N:25])=[CH:22][NH:21][C:18]3=[N:19][CH:20]=2)=[N:5]1)([CH3:3])[CH3:2]. The yield is 0.0600. (2) The catalyst is C1(C)C=CC=CC=1.[O-2].[O-2].[Mn+4]. The product is [CH:1]([NH:4][C:5]1[CH:10]=[CH:9][CH:8]=[CH:7][C:6]=1[CH:11]=[O:12])([CH3:3])[CH3:2]. The yield is 0.900. The reactants are [CH:1]([NH:4][C:5]1[CH:10]=[CH:9][CH:8]=[CH:7][C:6]=1[CH2:11][OH:12])([CH3:3])[CH3:2]. (3) The product is [F:23][C:24]1[CH:29]=[CH:28][C:27]([C:30]2[O:31][C:32]3[CH:41]=[C:40]([NH:42][S:43]([CH3:46])(=[O:44])=[O:45])[C:39]([O:47][CH:48]([CH3:49])[CH3:50])=[CH:38][C:33]=3[C:34]=2[C:35](=[S:10])[NH2:37])=[CH:26][CH:25]=1. The reactants are COC1C=CC(P2(SP(C3C=CC(OC)=CC=3)(=S)S2)=[S:10])=CC=1.[F:23][C:24]1[CH:29]=[CH:28][C:27]([C:30]2[O:31][C:32]3[CH:41]=[C:40]([NH:42][S:43]([CH3:46])(=[O:45])=[O:44])[C:39]([O:47][CH:48]([CH3:50])[CH3:49])=[CH:38][C:33]=3[C:34]=2[C:35]([NH2:37])=O)=[CH:26][CH:25]=1. The yield is 0.290. The catalyst is C1COCC1. (4) The reactants are [CH3:1][C:2]1[C:7]([CH3:8])=[C:6]([C:9]2[CH:14]=[CH:13][CH:12]=[CH:11][CH:10]=2)[N:5]=[N:4][C:3]=1[N:15]1[CH2:20][CH2:19][N:18](C(OC(C)(C)C)=O)[C@@H:17]([CH3:28])[CH2:16]1.Cl.O1CCOCC1. The catalyst is CO. The product is [CH3:1][C:2]1[C:7]([CH3:8])=[C:6]([C:9]2[CH:10]=[CH:11][CH:12]=[CH:13][CH:14]=2)[N:5]=[N:4][C:3]=1[N:15]1[CH2:20][CH2:19][NH:18][C@@H:17]([CH3:28])[CH2:16]1. The yield is 0.950. (5) The reactants are CN(C)[CH:3]=[CH:4][C:5]([C:7]1[C:12](=[O:13])[CH:11]=[CH:10][N:9]([C:14]2[CH:19]=[CH:18][C:17]([C:20]([F:23])([F:22])[F:21])=[CH:16][CH:15]=2)[N:8]=1)=O.[C:25]1([NH:31][NH2:32])[CH:30]=[CH:29][CH:28]=[CH:27][CH:26]=1. The catalyst is CO. The product is [C:25]1([N:31]2[C:5]([C:7]3[C:12](=[O:13])[CH:11]=[CH:10][N:9]([C:14]4[CH:19]=[CH:18][C:17]([C:20]([F:22])([F:21])[F:23])=[CH:16][CH:15]=4)[N:8]=3)=[CH:4][CH:3]=[N:32]2)[CH:30]=[CH:29][CH:28]=[CH:27][CH:26]=1. The yield is 0.120. (6) The reactants are [CH3:1][O:2][C:3]1[CH:11]=[CH:10][C:6]([C:7]([OH:9])=O)=[CH:5][C:4]=1[CH3:12].[CH3:13][CH:14]([CH2:16][CH:17]([NH2:21])[CH2:18][CH2:19][CH3:20])[CH3:15]. No catalyst specified. The product is [CH3:1][O:2][C:3]1[CH:11]=[CH:10][C:6]([C:7]([NH:21][CH:17]([CH2:18][CH2:19][CH3:20])[CH2:16][CH:14]([CH3:15])[CH3:13])=[O:9])=[CH:5][C:4]=1[CH3:12]. The yield is 0.450.